This data is from Full USPTO retrosynthesis dataset with 1.9M reactions from patents (1976-2016). The task is: Predict the reactants needed to synthesize the given product. (1) Given the product [CH3:1][O:2][CH2:3][CH2:4][O:5][CH2:6][C@@H:7]([C:19]([O:21][CH3:22])=[O:20])[NH2:8], predict the reactants needed to synthesize it. The reactants are: [CH3:1][O:2][CH2:3][CH2:4][O:5][CH2:6][C@@H:7]([C:19]([O:21][CH3:22])=[O:20])[NH:8]C(OCC1C=CC=CC=1)=O. (2) Given the product [CH2:1]([O:6][C:7]1[CH:8]=[C:9]([CH:12]=[CH:13][C:14]=1[O:15][CH2:16][CH2:17][CH:18]([CH3:20])[CH3:19])[C:10]([OH:22])=[O:11])[CH2:2][CH:3]([CH3:5])[CH3:4], predict the reactants needed to synthesize it. The reactants are: [CH2:1]([O:6][C:7]1[CH:8]=[C:9]([CH:12]=[CH:13][C:14]=1[O:15][CH2:16][CH2:17][CH:18]([CH3:20])[CH3:19])[CH:10]=[O:11])[CH2:2][CH:3]([CH3:5])[CH3:4].P([O-])(O)(O)=[O:22].[Na+].Cl([O-])=O.[Na+].Cl. (3) Given the product [Cl:19][C:20]1[CH:21]=[CH:22][C:23]([C@@:26]2([CH:38]([CH3:40])[CH3:39])[C@@:28]3([C:36]4[C:31](=[CH:32][CH:33]=[CH:34][CH:35]=4)[N:30]([C:12]4[CH:11]=[C:10]([CH:15]=[C:14]([N:3]5[CH2:4][CH2:5][O:1][C:2]5=[O:6])[CH:13]=4)[C:9]([OH:8])=[O:18])[C:29]3=[O:37])[CH2:27]2)=[CH:24][CH:25]=1, predict the reactants needed to synthesize it. The reactants are: [O:1]1[CH2:5][CH2:4][NH:3][C:2]1=[O:6].C[O:8][C:9](=[O:18])[C:10]1[CH:15]=[C:14](I)[CH:13]=[C:12](Br)[CH:11]=1.[Cl:19][C:20]1[CH:25]=[CH:24][C:23]([C@:26]2([CH:38]([CH3:40])[CH3:39])[C@:28]3([C:36]4[C:31](=[CH:32][CH:33]=[CH:34][CH:35]=4)[NH:30][C:29]3=[O:37])[CH2:27]2)=[CH:22][CH:21]=1. (4) Given the product [CH2:25]([CH:29]1[CH2:34][CH2:33][N:32]([CH2:2][CH2:3][CH2:4][N:5]2[C:10]3[CH:11]=[CH:12][C:13]([CH3:15])=[CH:14][C:9]=3[O:8][CH2:7][C:6]2=[O:16])[CH2:31][CH2:30]1)[CH2:26][CH2:27][CH3:28], predict the reactants needed to synthesize it. The reactants are: Cl[CH2:2][CH2:3][CH2:4][N:5]1[C:10]2[CH:11]=[CH:12][C:13]([CH3:15])=[CH:14][C:9]=2[O:8][CH2:7][C:6]1=[O:16].C([O-])([O-])=O.[K+].[K+].[Na+].[I-].[CH2:25]([CH:29]1[CH2:34][CH2:33][NH:32][CH2:31][CH2:30]1)[CH2:26][CH2:27][CH3:28]. (5) The reactants are: [CH3:1][O:2][C:3](=[O:21])[C:4]1[CH:9]=[C:8]([C:10](=[O:12])[CH3:11])[C:7]([C:13]([F:16])([F:15])[F:14])=[CH:6][C:5]=1[NH:17][C:18](=[O:20])[CH3:19].CO[CH:24](OC)[N:25]([CH3:27])[CH3:26]. Given the product [CH3:1][O:2][C:3](=[O:21])[C:4]1[CH:9]=[C:8]([C:10](=[O:12])/[CH:11]=[CH:24]/[N:25]([CH3:27])[CH3:26])[C:7]([C:13]([F:16])([F:15])[F:14])=[CH:6][C:5]=1[NH:17][C:18](=[O:20])[CH3:19], predict the reactants needed to synthesize it. (6) Given the product [Br:1][C:2]1[S:3][C:4]([O:22][C:19]2[CH:20]=[CH:21][C:16]([O:15][CH3:14])=[CH:17][CH:18]=2)=[N:5][N:6]=1, predict the reactants needed to synthesize it. The reactants are: [Br:1][C:2]1[S:3][C:4](Br)=[N:5][N:6]=1.C([O-])([O-])=O.[K+].[K+].[CH3:14][O:15][C:16]1[CH:21]=[CH:20][C:19]([OH:22])=[CH:18][CH:17]=1.O. (7) Given the product [N:1]1[CH:6]=[CH:5][CH:4]=[C:3]([CH2:7][CH2:8][CH2:9][O:10][CH2:11][CH2:12][NH:13][C:14](=[O:20])[O:15][C:16]([CH3:18])([CH3:17])[CH3:19])[CH:2]=1, predict the reactants needed to synthesize it. The reactants are: [N:1]1[CH:6]=[CH:5][CH:4]=[C:3]([C:7]#[C:8][CH2:9][O:10][CH2:11][CH2:12][NH:13][C:14](=[O:20])[O:15][C:16]([CH3:19])([CH3:18])[CH3:17])[CH:2]=1. (8) Given the product [CH3:18][C@@H:19]1[NH:20][CH2:21][CH2:22][N:23]([C:2]2[CH:7]=[CH:6][C:5]([O:8][CH2:9][CH2:10][CH2:11][N:12]3[CH2:17][CH2:16][CH2:15][CH2:14][CH2:13]3)=[CH:4][CH:3]=2)[CH2:24]1, predict the reactants needed to synthesize it. The reactants are: I[C:2]1[CH:7]=[CH:6][C:5]([O:8][CH2:9][CH2:10][CH2:11][N:12]2[CH2:17][CH2:16][CH2:15][CH2:14][CH2:13]2)=[CH:4][CH:3]=1.[CH3:18][C@H:19]1[CH2:24][NH:23][CH2:22][CH2:21][NH:20]1.